From a dataset of Full USPTO retrosynthesis dataset with 1.9M reactions from patents (1976-2016). Predict the reactants needed to synthesize the given product. (1) Given the product [C:1]([C:5]1[N:6]=[C:7]([N:16]2[CH2:20][CH2:19][C:18]([F:21])([F:22])[CH2:17]2)[C:8]2[N:13]=[N:12][N:11]([CH2:14][C:15]3[C:47]([Cl:52])=[N:48][CH:49]=[CH:50][CH:51]=3)[C:9]=2[N:10]=1)([CH3:2])([CH3:3])[CH3:4], predict the reactants needed to synthesize it. The reactants are: [C:1]([C:5]1[N:6]=[C:7]([N:16]2[CH2:20][CH2:19][C:18]([F:22])([F:21])[CH2:17]2)[C:8]2[N:13]=[N:12][N:11]([CH2:14][CH3:15])[C:9]=2[N:10]=1)([CH3:4])([CH3:3])[CH3:2].C(C1N=C(N2CCC(F)(F)C2)C2N=NNC=2N=1)(C)(C)C.Br.BrCC1[C:47]([Cl:52])=[N:48][CH:49]=[CH:50][CH:51]=1. (2) Given the product [CH3:1][C:2]1[CH:11]=[CH:10][C:9]2[C:4](=[CH:5][CH:6]=[CH:7][C:8]=2[O:12][CH2:13][CH2:14][N:15]2[CH2:20][CH2:19][CH:18]([CH2:21][C:22]3[CH:30]=[C:29]4[C:25]([CH2:26][C:27](=[O:31])[NH:28]4)=[CH:24][CH:23]=3)[CH2:17][CH2:16]2)[N:3]=1, predict the reactants needed to synthesize it. The reactants are: [CH3:1][C:2]1[CH:11]=[CH:10][C:9]2[C:4](=[CH:5][CH:6]=[CH:7][C:8]=2[O:12][CH2:13][CH2:14][N:15]2[CH2:20][CH2:19][C:18](=[CH:21][C:22]3[CH:30]=[C:29]4[C:25]([CH2:26][C:27](=[O:31])[NH:28]4)=[CH:24][CH:23]=3)[CH2:17][CH2:16]2)[N:3]=1.C([O-])=O.[NH4+]. (3) Given the product [CH2:1]([O:3][C:4]([C:6]1[C:7]([OH:25])=[C:8]2[CH:14]=[CH:13][N:12]([CH2:17][C:18]3[CH:23]=[CH:22][CH:21]=[C:20]([F:24])[CH:19]=3)[C:9]2=[CH:10][N:11]=1)=[O:5])[CH3:2], predict the reactants needed to synthesize it. The reactants are: [CH2:1]([O:3][C:4]([C:6]1[C:7]([OH:25])=[C:8]2[C:14](Br)=[C:13](Br)[N:12]([CH2:17][C:18]3[CH:23]=[CH:22][CH:21]=[C:20]([F:24])[CH:19]=3)[C:9]2=[CH:10][N:11]=1)=[O:5])[CH3:2].C([O-])=O.[NH4+]. (4) Given the product [C:5]([O:27][CH:21]([C:9]1[C:10]([CH3:20])=[CH:11][C:12]2[C:17](=[CH:16][CH:15]=[C:14]([O:18][CH3:19])[CH:13]=2)[C:8]=1[C:5]1[CH:4]=[CH:3][C:2]([Cl:1])=[CH:7][CH:6]=1)[C:22]([O:24][CH2:25][CH3:26])=[O:23])([CH3:8])([CH3:6])[CH3:4], predict the reactants needed to synthesize it. The reactants are: [Cl:1][C:2]1[CH:7]=[CH:6][C:5]([C:8]2[C:17]3[C:12](=[CH:13][C:14]([O:18][CH3:19])=[CH:15][CH:16]=3)[CH:11]=[C:10]([CH3:20])[C:9]=2[CH:21]([OH:27])[C:22]([O:24][CH2:25][CH3:26])=[O:23])=[CH:4][CH:3]=1.Cl(O)(=O)(=O)=O. (5) Given the product [C:12]([O:11][C:9]([N:31]1[CH2:30][CH2:29][N:28]([CH:32]([C:33](=[O:34])[NH:35][CH3:36])[CH2:37][C:38]2[CH:47]=[CH:46][C:45]3[C:40](=[CH:41][CH:42]=[CH:43][CH:44]=3)[CH:39]=2)[CH2:27][CH:26]1[CH2:25][CH2:24][O:23][Si:16]([C:19]([CH3:22])([CH3:21])[CH3:20])([CH3:18])[CH3:17])=[O:10])([CH3:13])([CH3:14])[CH3:15], predict the reactants needed to synthesize it. The reactants are: [C:9](O[C:9]([O:11][C:12]([CH3:15])([CH3:14])[CH3:13])=[O:10])([O:11][C:12]([CH3:15])([CH3:14])[CH3:13])=[O:10].[Si:16]([O:23][CH2:24][CH2:25][CH:26]1[NH:31][CH2:30][CH2:29][N:28]([CH:32]([CH2:37][C:38]2[CH:47]=[CH:46][C:45]3[C:40](=[CH:41][CH:42]=[CH:43][CH:44]=3)[CH:39]=2)[C:33]([NH:35][CH3:36])=[O:34])[C:27]1=O)([C:19]([CH3:22])([CH3:21])[CH3:20])([CH3:18])[CH3:17].C(N(CC)CC)C.